This data is from Drug-target binding data from BindingDB using IC50 measurements. The task is: Regression. Given a target protein amino acid sequence and a drug SMILES string, predict the binding affinity score between them. We predict pIC50 (pIC50 = -log10(IC50 in M); higher means more potent). Dataset: bindingdb_ic50. (1) The compound is CC(=N)N1CCC(Oc2ccc3c(c2)OCC(=O)N3Cc2ccc3ccc(C(=N)N)cc3c2)CC1. The target protein (P00763) has sequence MRALLFLALVGAAVAFPVDDDDKIVGGYTCQENSVPYQVSLNSGYHFCGGSLINDQWVVSAAHCYKSRIQVRLGEHNINVLEGNEQFVNAAKIIKHPNFDRKTLNNDIMLIKLSSPVKLNARVATVALPSSCAPAGTQCLISGWGNTLSSGVNEPDLLQCLDAPLLPQADCEASYPGKITDNMVCVGFLEGGKDSCQGDSGGPVVCNGELQGIVSWGYGCALPDNPGVYTKVCNYVDWIQDTIAAN. The pIC50 is 7.5. (2) The small molecule is CCNC1CC(C)S(=O)(=O)c2sc(S(N)(=O)=O)cc21. The target protein (P52209) has sequence MAQADIALIGLAVMGQNLILNMNDHGFVVCAFNRTVSKVDDFLANEAKGTKVVGAQSLKEMVSKLKKPRRIILLVKAGQAVDDFIEKLVPLLDTGDIIIDGGNSEYRDTTRRCRDLKAKGILFVGSGVSGGEEGARYGPSLMPGGNKEAWPHIKTIFQGIAAKVGTGEPCCDWVGDEGAGHFVKMVHNGIEYGDMQLICEAYHLMKDVLGMAQDEMAQAFEDWNKTELDSFLIEITANILKFQDTDGKHLLPKIRDSAGQKGTGKWTAISALEYGVPVTLIGEAVFARCLSSLKDERIQASKKLKGPQKFQFDGDKKSFLEDIRKALYASKIISYAQGFMLLRQAATEFGWTLNYGGIALMWRGGCIIRSVFLGKIKDAFDRNPELQNLLLDDFFKSAVENCQDSWRRAVSTGVQAGIPMPCFTTALSFYDGYRHEMLPASLIQAQRDYFGAHTYELLAKPGQFIHTNWTGHGGTVSSSSYNA. The pIC50 is 2.9. (3) The compound is Cc1ncc(Cc2csc(CCO)c2C)c(N)n1. The target protein (Q9RUB5) has sequence MNELPGTSDTPLLDQIHGPKDLKRLSREQLPALTEELRGEIVRVCSRGGLHLASSLGAVDIITALHYVLDSPRDRILFDVGHQAYAHKILTGRRDQMADIKKEGGISGFTKVSESEHDAITVGHASTSLANALGMALARDAQGKDFHVAAVIGDGSLTGGMALAALNTIGDMGRKMLIVLNDNEMSISENVGAMNKFMRGLQVQKWFQEGEGAGKKAVEAVSKPLADFMSRAKNSTRHFFDPASVNPFAAMGVRYVGPVDGHNVQELVWLLERLVDLDGPTILHIVTTKGKGLSYAEADPIYWHGPAKFDPATGEYVPSSAYSWSAAFGEAVTEWAKTDPRTFVVTPAMREGSGLVEFSRVHPHRYLDVGIAEEVAVTTAAGMALQGMRPVVAIYSTFLQRAYDQVLHDVAIEHLNVTFCIDRAGIVGADGATHNGVFDLSFLRSIPGVRIGLPKDAAELRGMLKYAQTHDGPFAIRYPRGNTAQVPAGTWPDLKWGEWE.... The pIC50 is 3.4.